Dataset: Reaction yield outcomes from USPTO patents with 853,638 reactions. Task: Predict the reaction yield, written as a fraction of the theoretical maximum amount of product (1.0 means a 100% yield; for example, 0.34 means a 34% yield). (1) The reactants are [NH2:1][C:2]1[CH:7]=[CH:6][C:5]([C:8]2[CH2:9][C@@H:10]3[N:16]([CH:17]=2)[C:15](=[O:18])[C:14]2[CH:19]=[C:20]([O:63][CH3:64])[C:21]([O:23][CH2:24][CH2:25][CH2:26][O:27][C:28]4[C:60]([O:61][CH3:62])=[CH:59][C:31]5[C:32](=[O:58])[N:33]6[CH:48]=[C:47]([C:49]7[CH:57]=[CH:56][C:52]8[O:53][CH2:54][O:55][C:51]=8[CH:50]=7)[CH2:46][C@H:34]6[C:35](=O)[N:36](COCC[Si](C)(C)C)[C:30]=5[CH:29]=4)=[CH:22][C:13]=2[N:12](COCC[Si](C)(C)C)[C:11]3=O)=[CH:4][CH:3]=1.[Li+].[B-](CC)(CC)CC.O. The catalyst is C1COCC1. The product is [NH2:1][C:2]1[CH:3]=[CH:4][C:5]([C:8]2[CH2:9][C@@H:10]3[N:16]([CH:17]=2)[C:15](=[O:18])[C:14]2[CH:19]=[C:20]([O:63][CH3:64])[C:21]([O:23][CH2:24][CH2:25][CH2:26][O:27][C:28]4[C:60]([O:61][CH3:62])=[CH:59][C:31]5[C:32](=[O:58])[N:33]6[CH:48]=[C:47]([C:49]7[CH:57]=[CH:56][C:52]8[O:53][CH2:54][O:55][C:51]=8[CH:50]=7)[CH2:46][C@H:34]6[CH:35]=[N:36][C:30]=5[CH:29]=4)=[CH:22][C:13]=2[N:12]=[CH:11]3)=[CH:6][CH:7]=1. The yield is 0.530. (2) The reactants are [Br:1][C:2]1[CH:10]=[C:9]2[C:5]([CH2:6][C:7]3([CH2:16][CH2:15][C:14](=[O:17])[CH2:13][CH2:12]3)[C:8]2=[O:11])=[CH:4][CH:3]=1.[BH4-].[Na+]. The catalyst is C1COCC1. The product is [Br:1][C:2]1[CH:10]=[C:9]2[C:5]([CH2:6][C:7]3([CH2:16][CH2:15][CH:14]([OH:17])[CH2:13][CH2:12]3)[C:8]2=[O:11])=[CH:4][CH:3]=1. The yield is 0.660. (3) The reactants are [NH2:1][C:2]1[CH:7]=[C:6]([Br:8])[CH:5]=[CH:4][C:3]=1[C:9](=[O:11])[CH3:10].[N:12]([O-])=O.[Na+].C([O-])(=O)C.[Na+]. The catalyst is Cl. The product is [Br:8][C:6]1[CH:7]=[C:2]2[C:3]([C:9](=[O:11])[CH:10]=[N:12][NH:1]2)=[CH:4][CH:5]=1. The yield is 0.700.